Dataset: Catalyst prediction with 721,799 reactions and 888 catalyst types from USPTO. Task: Predict which catalyst facilitates the given reaction. (1) Reactant: [CH3:1][N:2]([CH3:21])[CH2:3][CH2:4][N:5]1[C:14]2[C:9](=[CH:10][C:11]([I:16])=[C:12](F)[CH:13]=2)[C:8](=[O:17])[C:7]([C:18]([OH:20])=[O:19])=[CH:6]1.[CH3:22][N:23]([CH3:27])[CH2:24][CH2:25][NH2:26].C(=O)([O-])[O-].[K+].[K+].Cl. Product: [CH3:1][N:2]([CH3:21])[CH2:3][CH2:4][N:5]1[C:14]2[C:9](=[CH:10][C:11]([I:16])=[C:12]([NH:26][CH2:25][CH2:24][N:23]([CH3:27])[CH3:22])[CH:13]=2)[C:8](=[O:17])[C:7]([C:18]([OH:20])=[O:19])=[CH:6]1. The catalyst class is: 16. (2) The catalyst class is: 7. Product: [Br:17][C:13]1[CH:12]=[C:11]2[C:16](=[CH:15][CH:14]=1)[NH:8][CH:9]=[C:10]2[CH2:18][CH2:19][OH:20]. Reactant: C(OC([N:8]1[C:16]2[C:11](=[CH:12][C:13]([Br:17])=[CH:14][CH:15]=2)[C:10]([CH2:18][C:19](OCC)=[O:20])=[CH:9]1)=O)(C)(C)C.[H-].[H-].[H-].[H-].[Li+].[Al+3].O.[OH-].[Na+]. (3) Reactant: [C:1]([C:5]1[CH:10]=[CH:9][C:8]([S:11]([NH2:14])(=[O:13])=[O:12])=[CH:7][CH:6]=1)(=[O:4])[CH2:2][CH3:3].[CH3:15][N:16]([CH:18]=O)[CH3:17].CN(C(OC)OC)C. Product: [CH3:15][N:16]([CH3:18])[CH:17]=[N:14][S:11]([C:8]1[CH:7]=[CH:6][C:5]([C:1](=[O:4])[CH2:2][CH3:3])=[CH:10][CH:9]=1)(=[O:12])=[O:13]. The catalyst class is: 413. (4) Reactant: C(OC(=O)[NH:10][CH2:11][CH2:12][CH2:13][CH2:14][C:15]1[CH:20]=[CH:19][C:18]([O:21][CH2:22][C:23](=[O:29])[NH:24][CH2:25][C:26](=[O:28])[NH2:27])=[CH:17][CH:16]=1)C1C=CC=CC=1. Product: [NH2:10][CH2:11][CH2:12][CH2:13][CH2:14][C:15]1[CH:20]=[CH:19][C:18]([O:21][CH2:22][C:23]([NH:24][CH2:25][C:26](=[O:28])[NH2:27])=[O:29])=[CH:17][CH:16]=1. The catalyst class is: 301. (5) Reactant: Br[C:2]1[N:3]=[C:4]2[C:10]([C:11]([NH:13][C:14]([CH3:18])([CH3:17])[CH2:15][OH:16])=[O:12])=[CH:9][N:8]([CH2:19][O:20][CH2:21][CH2:22][Si:23]([CH3:26])([CH3:25])[CH3:24])[C:5]2=[N:6][CH:7]=1.[I-].[Na+].CN[C@@H]1CCCC[C@H]1NC.[Cl:39][C:40]1[CH:41]=[C:42]2[C:46](=[CH:47][CH:48]=1)[NH:45][N:44]=[CH:43]2.[O-]P([O-])([O-])=O.[K+].[K+].[K+]. Product: [OH:16][CH2:15][C:14]([NH:13][C:11]([C:10]1[C:4]2[C:5](=[N:6][CH:7]=[C:2]([N:45]3[C:46]4[C:42](=[CH:41][C:40]([Cl:39])=[CH:48][CH:47]=4)[CH:43]=[N:44]3)[N:3]=2)[N:8]([CH2:19][O:20][CH2:21][CH2:22][Si:23]([CH3:26])([CH3:25])[CH3:24])[CH:9]=1)=[O:12])([CH3:18])[CH3:17]. The catalyst class is: 432. (6) Reactant: [Cl:1][C:2]1[CH:3]=[C:4]([C@@H:12]([CH2:22][CH:23]2[CH2:27][CH2:26][CH2:25][CH2:24]2)[C:13]([NH:15][C:16]2[CH:20]=[CH:19][N:18]([CH3:21])[N:17]=2)=[O:14])[CH:5]=[CH:6][C:7]=1[S:8]([CH3:11])(=[O:10])=[O:9].C(Cl)(=O)C(Cl)=O.N1[C:39]([CH3:40])=[CH:38]C=CC=1C.C1(CN2C=CC(N)=N2)CC1. Product: [Cl:1][C:2]1[CH:3]=[C:4]([C@@H:12]([CH2:22][CH:23]2[CH2:24][CH2:25][CH2:26][CH2:27]2)[C:13]([NH:15][C:16]2[CH:20]=[CH:19][N:18]([CH2:21][CH:38]3[CH2:39][CH2:40]3)[N:17]=2)=[O:14])[CH:5]=[CH:6][C:7]=1[S:8]([CH3:11])(=[O:10])=[O:9]. The catalyst class is: 2. (7) Reactant: [CH:1](=O)[C:2]1[CH:7]=[CH:6][CH:5]=[CH:4][CH:3]=1.S([O-])(O)=O.[Na+].[NH2:14][C:15]1[CH:16]=[C:17]([CH:22]=[CH:23][C:24]=1[NH2:25])[C:18]([O:20][CH3:21])=[O:19]. Product: [C:2]1([C:1]2[NH:14][C:15]3[CH:16]=[C:17]([C:18]([O:20][CH3:21])=[O:19])[CH:22]=[CH:23][C:24]=3[N:25]=2)[CH:7]=[CH:6][CH:5]=[CH:4][CH:3]=1. The catalyst class is: 40. (8) Reactant: [F:1][C:2]1([F:32])[CH2:7][CH2:6][N:5]([C:8]([C:10]2[NH:11][C:12]3[C:17]([CH:18]=2)=[CH:16][C:15]([C:19]([N:21]2[CH2:25][CH2:24][CH2:23][C@H:22]2[CH2:26][N:27]2[CH2:31][CH2:30][CH2:29][CH2:28]2)=[O:20])=[CH:14][CH:13]=3)=[O:9])[CH2:4][CH2:3]1.[H-].[Na+].Br[CH2:36][CH2:37][O:38][Si:39]([C:42]([CH3:45])([CH3:44])[CH3:43])([CH3:41])[CH3:40]. Product: [C:42]([Si:39]([CH3:41])([CH3:40])[O:38][CH2:37][CH2:36][N:11]1[C:12]2[C:17](=[CH:16][C:15]([C:19]([N:21]3[CH2:25][CH2:24][CH2:23][C@H:22]3[CH2:26][N:27]3[CH2:31][CH2:30][CH2:29][CH2:28]3)=[O:20])=[CH:14][CH:13]=2)[CH:18]=[C:10]1[C:8]([N:5]1[CH2:6][CH2:7][C:2]([F:1])([F:32])[CH2:3][CH2:4]1)=[O:9])([CH3:45])([CH3:44])[CH3:43]. The catalyst class is: 9.